This data is from Catalyst prediction with 721,799 reactions and 888 catalyst types from USPTO. The task is: Predict which catalyst facilitates the given reaction. Reactant: [OH:1][C:2]1[CH:12]=[CH:11][C:5]([C:6]([O:8][CH2:9][CH3:10])=[O:7])=[CH:4][C:3]=1[N+:13]([O-:15])=[O:14].[C:16]([NH:23][CH2:24][CH2:25][CH2:26]Br)([O:18][C:19]([CH3:22])([CH3:21])[CH3:20])=[O:17].C(=O)([O-])[O-].[K+].[K+].CN(C=O)C. Product: [CH2:9]([O:8][C:6](=[O:7])[C:5]1[CH:11]=[CH:12][C:2]([O:1][CH2:26][CH2:25][CH2:24][NH:23][C:16]([O:18][C:19]([CH3:20])([CH3:22])[CH3:21])=[O:17])=[C:3]([N+:13]([O-:15])=[O:14])[CH:4]=1)[CH3:10]. The catalyst class is: 13.